Predict the reactants needed to synthesize the given product. From a dataset of Full USPTO retrosynthesis dataset with 1.9M reactions from patents (1976-2016). (1) The reactants are: [C:1]([O:5][C:6]([N:8]1[CH2:13][CH2:12][N:11]([C:14]2[CH:19]=[CH:18][CH:17]=[C:16]([NH:20][CH2:21][C:22]3[CH:27]=[CH:26][CH:25]=[CH:24][CH:23]=3)[C:15]=2[N+:28]([O-])=O)[CH2:10][CH2:9]1)=[O:7])([CH3:4])([CH3:3])[CH3:2].S(S([O-])=O)([O-])=O.[Na+].[Na+]. Given the product [C:1]([O:5][C:6]([N:8]1[CH2:13][CH2:12][N:11]([C:14]2[CH:19]=[CH:18][CH:17]=[C:16]([NH:20][CH2:21][C:22]3[CH:23]=[CH:24][CH:25]=[CH:26][CH:27]=3)[C:15]=2[NH2:28])[CH2:10][CH2:9]1)=[O:7])([CH3:4])([CH3:2])[CH3:3], predict the reactants needed to synthesize it. (2) Given the product [Cl:15][C:9]1[CH:8]=[CH:7][C:6]2[N:5]([N:4]=[C:3]([N:16]3[CH2:21][CH2:20][CH2:19][CH2:18][CH2:17]3)[C:2]=2[CH:27]([OH:28])[C:29]2[N:34]=[C:33]([C:35]([O:37][CH3:38])=[O:36])[CH:32]=[CH:31][CH:30]=2)[C:10]=1[Si:11]([CH3:14])([CH3:13])[CH3:12], predict the reactants needed to synthesize it. The reactants are: Br[C:2]1[C:3]([N:16]2[CH2:21][CH2:20][CH2:19][CH2:18][CH2:17]2)=[N:4][N:5]2[C:10]([Si:11]([CH3:14])([CH3:13])[CH3:12])=[C:9]([Cl:15])[CH:8]=[CH:7][C:6]=12.C([Li])CCC.[CH:27]([C:29]1[N:34]=[C:33]([C:35]([O:37][CH3:38])=[O:36])[CH:32]=[CH:31][CH:30]=1)=[O:28].[Cl-].[NH4+]. (3) Given the product [Cl:29][CH2:20][C:17]1[CH:18]=[CH:19][C:14]([O:13][CH2:12][C:10]2[N:11]=[C:7]([C:1]3[CH:6]=[CH:5][CH:4]=[CH:3][CH:2]=3)[S:8][CH:9]=2)=[CH:15][CH:16]=1, predict the reactants needed to synthesize it. The reactants are: [C:1]1([C:7]2[S:8][CH:9]=[C:10]([CH2:12][O:13][C:14]3[CH:19]=[CH:18][C:17]([CH2:20]O)=[CH:16][CH:15]=3)[N:11]=2)[CH:6]=[CH:5][CH:4]=[CH:3][CH:2]=1.O1CCCC1.S(Cl)([Cl:29])=O. (4) Given the product [C:16]([NH:2][CH2:3][CH2:4][NH:5][C:6]([C:8]1[N:9]=[CH:10][C:11]([CH3:15])=[N+:12]([O-:14])[CH:13]=1)=[O:7])(=[O:38])[CH2:17][CH2:18]/[CH:19]=[CH:20]\[CH2:21]/[CH:22]=[CH:23]\[CH2:24]/[CH:25]=[CH:26]\[CH2:27]/[CH:28]=[CH:29]\[CH2:30]/[CH:31]=[CH:32]\[CH2:33]/[CH:34]=[CH:35]\[CH2:36][CH3:37], predict the reactants needed to synthesize it. The reactants are: Cl.[NH2:2][CH2:3][CH2:4][NH:5][C:6]([C:8]1[N:9]=[CH:10][C:11]([CH3:15])=[N+:12]([O-:14])[CH:13]=1)=[O:7].[C:16](O)(=[O:38])[CH2:17][CH2:18]/[CH:19]=[CH:20]\[CH2:21]/[CH:22]=[CH:23]\[CH2:24]/[CH:25]=[CH:26]\[CH2:27]/[CH:28]=[CH:29]\[CH2:30]/[CH:31]=[CH:32]\[CH2:33]/[CH:34]=[CH:35]\[CH2:36][CH3:37].CN(C(ON1N=NC2C=CC=NC1=2)=[N+](C)C)C.F[P-](F)(F)(F)(F)F.CCN(C(C)C)C(C)C. (5) Given the product [CH3:16][N:17]1[CH2:22][CH2:21][N:20]([C:2]2[CH:11]=[C:10]([CH2:12][C:13]([NH2:15])=[O:14])[C:9]3[C:4](=[CH:5][CH:6]=[CH:7][CH:8]=3)[N:3]=2)[CH2:19][CH2:18]1, predict the reactants needed to synthesize it. The reactants are: Cl[C:2]1[CH:11]=[C:10]([CH2:12][C:13]([NH2:15])=[O:14])[C:9]2[C:4](=[CH:5][CH:6]=[CH:7][CH:8]=2)[N:3]=1.[CH3:16][N:17]1[CH2:22][CH2:21][NH:20][CH2:19][CH2:18]1.CCOC(C)=O.